Task: Predict the product of the given reaction.. Dataset: Forward reaction prediction with 1.9M reactions from USPTO patents (1976-2016) (1) Given the reactants [CH3:1][O:2][C:3]1[CH:8]=[CH:7][CH:6]=[CH:5][C:4]=1[C:9]1[C:17]2[C:12](=[N:13][CH:14]=[C:15](B3OC(C)(C)C(C)(C)O3)[CH:16]=2)[N:11](S(C2C=CC(C)=CC=2)(=O)=O)[CH:10]=1.[NH2:37][C:38]1[CH:48]=[CH:47][C:46](Br)=[CH:45][C:39]=1[C:40]([N:42]([CH3:44])[CH3:43])=[O:41].C([O-])(O)=O.[Na+], predict the reaction product. The product is: [NH2:37][C:38]1[CH:48]=[CH:47][C:46]([C:15]2[CH:16]=[C:17]3[C:9]([C:4]4[CH:5]=[CH:6][CH:7]=[CH:8][C:3]=4[O:2][CH3:1])=[CH:10][NH:11][C:12]3=[N:13][CH:14]=2)=[CH:45][C:39]=1[C:40]([N:42]([CH3:44])[CH3:43])=[O:41]. (2) Given the reactants [OH-].[Na+].[OH:3][C:4]1[CH:13]=[C:12]([O:14][CH:15]2[CH2:20][CH2:19][N:18]([S:21]([CH3:24])(=[O:23])=[O:22])[CH2:17][CH2:16]2)[CH:11]=[CH:10][C:5]=1[C:6]([O:8]C)=[O:7].O.Cl, predict the reaction product. The product is: [OH:3][C:4]1[CH:13]=[C:12]([O:14][CH:15]2[CH2:16][CH2:17][N:18]([S:21]([CH3:24])(=[O:23])=[O:22])[CH2:19][CH2:20]2)[CH:11]=[CH:10][C:5]=1[C:6]([OH:8])=[O:7]. (3) Given the reactants [CH2:1]([N:8]1[C:12]([NH2:13])=[C:11]([C:14]2[CH:19]=[CH:18][C:17]([Br:20])=[C:16]([O:21][CH3:22])[CH:15]=2)[CH:10]=[N:9]1)[C:2]1[CH:7]=[CH:6][CH:5]=[CH:4][CH:3]=1.C=O.O.[C:26](=O)(O)[O-].[Na+], predict the reaction product. The product is: [CH2:1]([N:8]1[C:12]2[N:13]=[CH:26][C:19]3[CH:18]=[C:17]([Br:20])[C:16]([O:21][CH3:22])=[CH:15][C:14]=3[C:11]=2[CH:10]=[N:9]1)[C:2]1[CH:7]=[CH:6][CH:5]=[CH:4][CH:3]=1. (4) The product is: [ClH:33].[CH3:1][C:2]1[N:7]=[C:6]([C:8]([N:10]2[C@H:16]([CH2:17][O:18][C:19]3[CH:24]=[CH:23][C:22]([C:25]([F:28])([F:27])[F:26])=[CH:21][N:20]=3)[CH2:15][C@@H:14]3[C@@H:12]([CH2:13]3)[CH2:11]2)=[O:9])[C:5]([O:29][CH2:30][CH2:31][CH3:32])=[CH:4][CH:3]=1. Given the reactants [CH3:1][C:2]1[N:7]=[C:6]([C:8]([N:10]2[C@H:16]([CH2:17][O:18][C:19]3[CH:24]=[CH:23][C:22]([C:25]([F:28])([F:27])[F:26])=[CH:21][N:20]=3)[CH2:15][C@@H:14]3[C@@H:12]([CH2:13]3)[CH2:11]2)=[O:9])[C:5]([O:29][CH2:30][CH2:31][CH3:32])=[CH:4][CH:3]=1.[ClH:33].CCOCC, predict the reaction product. (5) The product is: [CH:23]1([C:28]2([CH2:36][CH2:37][C:38]3[CH:43]=[CH:42][C:41]([C:44]4([C:49]#[N:50])[CH2:45][CH2:46][CH2:47][CH2:48]4)=[C:40]([F:51])[CH:39]=3)[CH2:33][C:32]([OH:34])=[C:31]([CH2:11][C:9]3[N:10]=[C:5]4[N:4]=[CH:3][C:2]([CH3:1])=[CH:7][N:6]4[N:8]=3)[C:30](=[O:35])[O:29]2)[CH2:27][CH2:26][CH2:25][CH2:24]1. Given the reactants [CH3:1][C:2]1[CH:3]=[N:4][C:5]2[N:6]([N:8]=[C:9]([CH:11]=O)[N:10]=2)[CH:7]=1.C(C1NC(C=O)=C(C)N=1)C.[CH:23]1([C:28]2([CH2:36][CH2:37][C:38]3[CH:43]=[CH:42][C:41]([C:44]4([C:49]#[N:50])[CH2:48][CH2:47][CH2:46][CH2:45]4)=[C:40]([F:51])[CH:39]=3)[CH2:33][C:32](=[O:34])[CH2:31][C:30](=[O:35])[O:29]2)[CH2:27][CH2:26][CH2:25][CH2:24]1.C1(C2(CCC3C=CC(C(C)(C)C#N)=C(F)C=3)CC(O)=CC(=O)O2)CCCC1, predict the reaction product. (6) Given the reactants Br[C:2]1[CH:7]=[CH:6][C:5]([C:8]2[N:20]([CH3:21])[C:11]3=[N:12][CH:13]=[C:14]([C:16]([F:19])([F:18])[F:17])[CH:15]=[C:10]3[N:9]=2)=[C:4]([S:22]([CH2:25][CH3:26])(=[O:24])=[O:23])[CH:3]=1.C([Sn](CCCC)(CCCC)[C:32]1[N:37]=[CH:36][CH:35]=[CH:34][N:33]=1)CCC.C1(C)C=CC=CC=1, predict the reaction product. The product is: [CH2:25]([S:22]([C:4]1[CH:3]=[C:2]([C:32]2[N:37]=[CH:36][CH:35]=[CH:34][N:33]=2)[CH:7]=[CH:6][C:5]=1[C:8]1[N:20]([CH3:21])[C:11]2=[N:12][CH:13]=[C:14]([C:16]([F:19])([F:18])[F:17])[CH:15]=[C:10]2[N:9]=1)(=[O:24])=[O:23])[CH3:26]. (7) Given the reactants [C:1]([O:5][C:6](=[O:24])[CH2:7][CH2:8][CH2:9][CH2:10][CH2:11][CH2:12][CH2:13][CH2:14][CH2:15][CH2:16][CH2:17][CH2:18][CH2:19][CH2:20][C:21]([OH:23])=O)([CH3:4])([CH3:3])[CH3:2].[B-](F)(F)(F)F.CN(C(ON1C(=O)CCC1=O)=[N+](C)C)C.[NH:45]([C:55]([O:57][C:58]([CH3:61])([CH3:60])[CH3:59])=[O:56])[C@H:46]([C:52]([OH:54])=[O:53])[CH2:47][CH2:48][CH2:49][CH2:50][NH2:51], predict the reaction product. The product is: [C:1]([O:5][C:6](=[O:24])[CH2:7][CH2:8][CH2:9][CH2:10][CH2:11][CH2:12][CH2:13][CH2:14][CH2:15][CH2:16][CH2:17][CH2:18][CH2:19][CH2:20][C:21](=[O:23])[NH:51][CH2:50][CH2:49][CH2:48][CH2:47][C@H:46]([NH:45][C:55]([O:57][C:58]([CH3:61])([CH3:60])[CH3:59])=[O:56])[C:52]([OH:54])=[O:53])([CH3:2])([CH3:3])[CH3:4].